From a dataset of Catalyst prediction with 721,799 reactions and 888 catalyst types from USPTO. Predict which catalyst facilitates the given reaction. (1) Reactant: [F:1][C:2]([F:50])([F:49])[C:3]1[CH:4]=[C:5]([C@H:13]2[O:17][C:16](=[O:18])[N:15]([CH2:19][C:20]3[C:25]([C:26]4[CH:27]=[C:28]([C:34]5[CH:39]=[CH:38][C:37]([C:40]([O:42][CH3:43])=[O:41])=[CH:36][C:35]=5[CH3:44])[CH:29]=[CH:30][C:31]=4[O:32][CH3:33])=[CH:24][CH:23]=[C:22]([C:45]([CH3:47])=[CH2:46])[N:21]=3)[C@H:14]2[CH3:48])[CH:6]=[C:7]([C:9]([F:12])([F:11])[F:10])[CH:8]=1.[H][H]. Product: [F:50][C:2]([F:1])([F:49])[C:3]1[CH:4]=[C:5]([C@H:13]2[O:17][C:16](=[O:18])[N:15]([CH2:19][C:20]3[C:25]([C:26]4[CH:27]=[C:28]([C:34]5[CH:39]=[CH:38][C:37]([C:40]([O:42][CH3:43])=[O:41])=[CH:36][C:35]=5[CH3:44])[CH:29]=[CH:30][C:31]=4[O:32][CH3:33])=[CH:24][CH:23]=[C:22]([CH:45]([CH3:47])[CH3:46])[N:21]=3)[C@H:14]2[CH3:48])[CH:6]=[C:7]([C:9]([F:12])([F:10])[F:11])[CH:8]=1. The catalyst class is: 43. (2) Reactant: [O:1]=[C:2]1[CH2:6][S:5][CH2:4][CH:3]1[C:7]#[N:8].[C:9](=O)([O-])[O-].[K+].[K+].IC. Product: [CH3:9][C:3]1([C:7]#[N:8])[C:2](=[O:1])[CH2:6][S:5][CH2:4]1. The catalyst class is: 21.